From a dataset of Experimentally validated miRNA-target interactions with 360,000+ pairs, plus equal number of negative samples. Binary Classification. Given a miRNA mature sequence and a target amino acid sequence, predict their likelihood of interaction. (1) The miRNA is hsa-miR-568 with sequence AUGUAUAAAUGUAUACACAC. The protein sequence of the target gene is MTSEHTMLTGVTDGFFCCLLGTPPNAVRPLESVESSDGYTFVEVKPGRVLRVKHAGPAPIPTPPPPPPEDDPGVKTGLVRCQRRITVYRNGRLVVENLGRAPRADLQGRSGSGDPPAALEVELAEPAGGDTRANPGSGRRRRPRRPKRTIHIDCEQRITSCKGAQADVVLFFIHGVGGSLAIWKEQLDFFVRLGYEVVAPDLAGHGASSAPQVAAAYTFYALAEDMRAIFTRYAKKRNVLIGHSYGVSFCTFLAHEYPDLVHKVIMINGGGPTALEPSLCSIFNMPTCVLHCLSPCLAWS.... Result: 0 (no interaction). (2) The miRNA is hsa-miR-3155a with sequence CCAGGCUCUGCAGUGGGAACU. The protein sequence of the target gene is MALFTPWKLSSQKLGFFLVTFGFIWGMMLLHFTIQQRTQPESSSMLREQILDLSKRYIKALAEENRNVVDGPYAGVMTAYDLKKTLAVLLDNILQRIGKLESKVDNLVVNGTGTNSTNSTTAVPSLVALEKINVADIINGAQEKCVLPPMDGYPHCEGKIKWMKDMWRSDPCYADYGVDGSTCSFFIYLSEVENWCPHLPWRAKNPYEEADHNSLAEIRTDFNILYSMMKKHEEFRWMRLRIRRMADAWIQAIKSLAEKQNLEKRKRKKVLVHLGLLTKESGFKIAETAFSGGPLGELVQ.... Result: 1 (interaction). (3) The miRNA is hsa-miR-5195-5p with sequence AACCCCUAAGGCAACUGGAUGG. The protein sequence of the target gene is MAWVLKMDEVIESGLVHDFDASLSGIGQELGAGAYSMSDVLALPIFKQEDSSLPLDGETEHPPFQYVMCAATSPAVKLHDETLTYLNQGQSYEIRMLDNRKMGDMPEINGKLVKSIIRVVFHDRRLQYTEHQQLEGWKWNRPGDRLLDLDIPMSVGIIDTRTNPSQLNAVEFLWDPAKRTSAFIQVHCISTEFTPRKHGGEKGVPFRIQVDTFKQNENGEYTDHLHSASCQIKVFKPKGADRKQKTDREKMEKRTAHEKEKYQPSYDTTILTEMRLEPIIEDAVEHEQKKSSKRTLPADY.... Result: 0 (no interaction). (4) The miRNA is hsa-miR-888-5p with sequence UACUCAAAAAGCUGUCAGUCA. The protein sequence of the target gene is MGGSASSQLDEGKCAYIRGKTEAAIKNFSPYYSRQYSVAFCNHVRTEVEQQRDLTSQFLKTKPPLAPGTILYEAELSQFSEDIKKWKERYVVVKNDYAVESYENKEAYQRGAAPKCRILPAGGKVLTSEDEYNLLSDRHFPDPLASSEKENTQPFVVLPKEFPVYLWQPFFRHGYFCFHEAADQKRFSALLSDCVRHLNHDYMKQMTFEAQAFLEAVQFFRQEKGHYGSWEMITGDEIQILSNLVMEELLPTLQTDLLPKMKGKKNDRKRTWLGLLEEAYTLVQHQVSEGLSALKEECRA.... Result: 1 (interaction). (5) The miRNA is hsa-miR-32-5p with sequence UAUUGCACAUUACUAAGUUGCA. The protein sequence of the target gene is MPEPRGSSQLRVNAAFAARYNRYREREELQRLKDRYGDRDSSSDSSSESDSSDERVEFDPQQERDFYKTLSLLKKKDPRIYQKDATFYNRTASSSDSEEDPEALEKQKKVRPMYLKDYERKVILEKAGKYVDEENSDGETSNHRLQETSSQSYVEEQKQLKESFRAFVEDSEDEDGAGEGGSSLLQKRAKTRQEKAQEEADYIEWLKGQKEIRNPDSLKELTHLKEYWNDPELDEGERFLRDYILNKRYEEEEEEEEDEEEMEEEEGVHGPPVQLAVDDSSDEGELFLKKQEDFEQKYNF.... Result: 0 (no interaction). (6) The protein sequence of the target gene is MSSLPRRAKVQVQDVVLKDEFSSFSELSSASEEDDKEDSAWEPQKKVPRSRKQPPPKESKPKRMPRVKKNAPQISDGSEVVVVKEELNSSVAIADTALEDRKNKLDTVQTLKTAKTKQKCAAQPHTVRRTKKLKVEEETSKASNLEGESNSSETPSTSTVWGGTCKKEENDDDFTFGQSALKKIKTETYPQGQPVKFPANANSTKEEVEMNWDMVQVLSERTNIEPWVCANIIRLFNDDNTIPFIIRYRKELINNLDADSLREVQQTLEELRAVAKKVHSTIQKIKKEGKMSECLLKAML.... The miRNA is mmu-miR-3061-3p with sequence CUACCUUUGAUAGUCCACUGCC. Result: 0 (no interaction). (7) The miRNA is hsa-miR-155-5p with sequence UUAAUGCUAAUCGUGAUAGGGGUU. The protein sequence of the target gene is MSRFFTTGSDSESESSLSGEELVTKPVGGNYGKQPLLLSEDEEDTKRVVRSAKDKRFEELTNLIRTIRNAMKIRDVTKCLEEFELLGKAYGKAKSIVDKEGVPRFYIRILADLEDYLNELWEDKEGKKKMNKNNAKALSTLRQKIRKYNRDFESHITSYKQNPEQSADEDAEKNEEDSEGSSDEDEDEDGVSAATFLKKKSEAPSGESRKFLKKMDDEDEDSEDSEDDEDWDTGSTSSDSDSEEEEGKQTALASRFLKKAPTTDEDKKAAEKKREDKAKKKHDRKSKRLDEEEEEDNEGG.... Result: 1 (interaction). (8) The miRNA is hsa-miR-3136-3p with sequence UGGCCCAACCUAUUCAGUUAGU. The protein sequence of the target gene is MSSHKTFTIKRFLAKKQKQNRPIPQWIQMKPGSKIRYNSKRRHWRRTKLGL. Result: 0 (no interaction).